Task: Predict which catalyst facilitates the given reaction.. Dataset: Catalyst prediction with 721,799 reactions and 888 catalyst types from USPTO (1) Reactant: [C:1](=[O:4])(O)[O-].[Na+].[F:6][C:7]1[CH:8]=[C:9]([N+:14]([O-:16])=[O:15])[CH:10]=[CH:11][C:12]=1F. Product: [F:6][C:7]1[CH:8]=[C:9]([N+:14]([O-:16])=[O:15])[CH:10]=[CH:11][C:12]=1[NH:14][C@H:9]([CH2:8][CH3:7])[CH2:1][OH:4]. The catalyst class is: 8. (2) Reactant: [OH:1][C:2]1[CH:6]=[C:5]([N:7]2[C:15]3[CH:14]=[CH:13][N:12]=[CH:11][C:10]=3[N:9]=[CH:8]2)[S:4][C:3]=1[C:16]([O:18][CH3:19])=[O:17].[OH:20][C:21]1[CH:25]=[C:24]([N:26]2[C:30]3[CH:31]=[N:32][CH:33]=[CH:34][C:29]=3[N:28]=[CH:27]2)[S:23][C:22]=1[C:35]([O:37][CH3:38])=[O:36].C([O-])([O-])=O.[K+].[K+].[Cl:45][C:46]1[CH:51]=[CH:50][CH:49]=[CH:48][C:47]=1[CH:52](Cl)[CH3:53]. Product: [Cl:45][C:46]1[CH:51]=[CH:50][CH:49]=[CH:48][C:47]=1[CH:52]([O:1][C:2]1[CH:6]=[C:5]([N:7]2[C:15]3[CH:14]=[CH:13][N:12]=[CH:11][C:10]=3[N:9]=[CH:8]2)[S:4][C:3]=1[C:16]([O:18][CH3:19])=[O:17])[CH3:53].[Cl:45][C:46]1[CH:51]=[CH:50][CH:49]=[CH:48][C:47]=1[CH:52]([O:20][C:21]1[CH:25]=[C:24]([N:26]2[C:30]3[CH:31]=[N:32][CH:33]=[CH:34][C:29]=3[N:28]=[CH:27]2)[S:23][C:22]=1[C:35]([O:37][CH3:38])=[O:36])[CH3:53]. The catalyst class is: 9.